This data is from Full USPTO retrosynthesis dataset with 1.9M reactions from patents (1976-2016). The task is: Predict the reactants needed to synthesize the given product. (1) Given the product [CH3:18][C:17]1([CH3:19])[O:3][CH:2]([CH2:4][C:5]([OH:7])=[O:6])[C:1](=[O:9])[O:8]1, predict the reactants needed to synthesize it. The reactants are: [C:1]([OH:9])(=[O:8])[CH:2]([CH2:4][C:5]([OH:7])=[O:6])[OH:3].O1CCOC1.CO[C:17](OC)([CH3:19])[CH3:18]. (2) Given the product [O:36]1[CH:37]=[CH:38][N:39]=[C:35]1[C:31]1[CH:30]=[C:29]([C:24]2[CH2:25][C:26](=[O:28])[NH:19][C:9]3[CH:10]=[C:11]([N:14]4[CH:18]=[CH:17][CH:16]=[CH:15]4)[CH:12]=[CH:13][C:8]=3[N:7]=2)[CH:34]=[CH:33][CH:32]=1, predict the reactants needed to synthesize it. The reactants are: C(OC(=O)[NH:7][C:8]1[CH:13]=[CH:12][C:11]([N:14]2[CH:18]=[CH:17][CH:16]=[CH:15]2)=[CH:10][C:9]=1[NH2:19])(C)(C)C.CC1(C)O[C:26](=[O:28])[CH:25]=[C:24]([C:29]2[CH:34]=[CH:33][CH:32]=[C:31]([C:35]3[O:36][CH:37]=[CH:38][N:39]=3)[CH:30]=2)O1.C(O)(C(F)(F)F)=O. (3) Given the product [Br:59][C:60]1[CH:72]=[CH:71][CH:70]=[CH:69][C:61]=1[O:62][CH:63]1[CH2:68][CH2:67][N:66]([C:16](=[O:18])[CH2:15][NH:14][C:12](=[O:13])[C:11]2[CH:10]=[CH:9][C:8]([NH:7][C:1]3[CH:2]=[CH:3][CH:4]=[CH:5][CH:6]=3)=[CH:20][CH:19]=2)[CH2:65][CH2:64]1, predict the reactants needed to synthesize it. The reactants are: [C:1]1([NH:7][C:8]2[CH:20]=[CH:19][C:11]([C:12]([NH:14][CH2:15][C:16]([OH:18])=O)=[O:13])=[CH:10][CH:9]=2)[CH:6]=[CH:5][CH:4]=[CH:3][CH:2]=1.CCN(C(C)C)C(C)C.C1C=CC2N(O)N=NC=2C=1.CCN=C=NCCCN(C)C.Cl.FC(F)(F)C(O)=O.[Br:59][C:60]1[CH:72]=[CH:71][CH:70]=[CH:69][C:61]=1[O:62][CH:63]1[CH2:68][CH2:67][NH:66][CH2:65][CH2:64]1. (4) Given the product [Cl:1][C:2]1[N:3]=[C:4]([N:12]2[CH2:17][CH2:16][O:15][CH2:14][CH2:13]2)[C:5]2[S:10][C:9]([NH:11][C:23](=[O:24])[CH2:22][C:18]([CH3:21])([CH3:20])[CH3:19])=[CH:8][C:6]=2[N:7]=1, predict the reactants needed to synthesize it. The reactants are: [Cl:1][C:2]1[N:3]=[C:4]([N:12]2[CH2:17][CH2:16][O:15][CH2:14][CH2:13]2)[C:5]2[S:10][C:9]([NH2:11])=[CH:8][C:6]=2[N:7]=1.[C:18]([CH2:22][C:23](Cl)=[O:24])([CH3:21])([CH3:20])[CH3:19]. (5) Given the product [C:3]1([CH2:9][O:10][C:11]2[CH:20]=[CH:19][C:18]([C:21]([N:23]3[CH2:24][CH2:25][CH2:26][CH2:27]3)=[O:22])=[CH:17][C:12]=2[C:13]([OH:15])=[O:14])[CH:4]=[CH:5][CH:6]=[CH:7][CH:8]=1, predict the reactants needed to synthesize it. The reactants are: [Li+].[OH-].[C:3]1([CH2:9][O:10][C:11]2[CH:20]=[CH:19][C:18]([C:21]([N:23]3[CH2:27][CH2:26][CH2:25][CH2:24]3)=[O:22])=[CH:17][C:12]=2[C:13]([O:15]C)=[O:14])[CH:8]=[CH:7][CH:6]=[CH:5][CH:4]=1.Cl. (6) Given the product [CH3:33][O:35][C:36](=[O:37])[C:38]1[CH:25]=[CH:24][C:23]([S:28]([N:12]2[C:13]3[C:18](=[CH:17][CH:16]=[CH:15][CH:14]=3)[C:10]([CH:7]([CH3:9])[CH3:8])=[CH:11]2)(=[O:30])=[O:29])=[CH:22][CH:21]=1, predict the reactants needed to synthesize it. The reactants are: CC(C)([O-])C.[K+].[CH:7]([C:10]1[C:18]2[C:13](=[CH:14][CH:15]=[CH:16][CH:17]=2)[NH:12][CH:11]=1)([CH3:9])[CH3:8].CO[C:21](=O)[C:22]1C=C[CH:25]=[CH:24][C:23]=1[S:28](Cl)(=[O:30])=[O:29].[CH2:33]([O:35][C:36]([CH3:38])=[O:37])C.O. (7) Given the product [F:10][CH:9]([F:11])[C:7]1[N:6]([CH3:12])[C:5]2[CH:13]=[CH:14][C:2]([B:18]3[O:19][C:20]([CH3:22])([CH3:21])[C:16]([CH3:32])([CH3:15])[O:17]3)=[CH:3][C:4]=2[N:8]=1, predict the reactants needed to synthesize it. The reactants are: Br[C:2]1[CH:14]=[CH:13][C:5]2[N:6]([CH3:12])[C:7]([CH:9]([F:11])[F:10])=[N:8][C:4]=2[CH:3]=1.[CH3:15][C:16]1([CH3:32])[C:20]([CH3:22])([CH3:21])[O:19][B:18]([B:18]2[O:19][C:20]([CH3:22])([CH3:21])[C:16]([CH3:32])([CH3:15])[O:17]2)[O:17]1.ClCCl.C([O-])(=O)C.[K+].